From a dataset of Forward reaction prediction with 1.9M reactions from USPTO patents (1976-2016). Predict the product of the given reaction. (1) Given the reactants [CH3:1][C:2]1[C:7]([CH3:8])=[C:6]([CH3:9])[C:5]([CH3:10])=[C:4]([NH2:11])[C:3]=1[NH2:12].[OH:13][C@@H:14]([CH3:18])[C:15](O)=O.ClC1C=C(N=C=O)C=CC=1Cl, predict the reaction product. The product is: [CH3:10][C:5]1[C:4]2[N:11]=[C:15]([C@@H:14]([OH:13])[CH3:18])[NH:12][C:3]=2[C:2]([CH3:1])=[C:7]([CH3:8])[C:6]=1[CH3:9]. (2) Given the reactants [Cl:1][C:2]1[C:10]([O:11][CH3:12])=[CH:9][C:5]2[NH:6][CH:7]=[N:8][C:4]=2[CH:3]=1.C1COCC1.CCN(C(C)C)C(C)C.Cl[CH2:28][O:29][CH2:30][CH2:31][O:32][CH3:33], predict the reaction product. The product is: [Cl:1][C:2]1[C:10]([O:11][CH3:12])=[CH:9][C:5]2[N:6]([CH2:28][O:29][CH2:30][CH2:31][O:32][CH3:33])[CH:7]=[N:8][C:4]=2[CH:3]=1.